From a dataset of Forward reaction prediction with 1.9M reactions from USPTO patents (1976-2016). Predict the product of the given reaction. (1) Given the reactants [Li]C.[CH3:3]COCC.[C:8]([O:12][C:13]([N:15]1[C@H:20]([CH2:21][C:22]2[CH:27]=[CH:26][CH:25]=[C:24]([N:28]3[N:32]=[CH:31][CH:30]=[N:29]3)[CH:23]=2)[CH2:19][O:18][CH2:17][C:16]1=[O:33])=[O:14])([CH3:11])([CH3:10])[CH3:9], predict the reaction product. The product is: [C:8]([O:12][C:13](=[O:14])[NH:15][C@H:20]([CH2:21][C:22]1[CH:27]=[CH:26][CH:25]=[C:24]([N:28]2[N:29]=[CH:30][CH:31]=[N:32]2)[CH:23]=1)[CH2:19][O:18][CH2:17][C:16](=[O:33])[CH3:3])([CH3:9])([CH3:10])[CH3:11]. (2) Given the reactants Cl[C:2]1[N:7]=[C:6]([CH2:8][CH3:9])[CH:5]=[CH:4][N:3]=1.[CH3:10][C:11]1[CH:12]=[C:13]([CH:15]=[C:16]([B:18]2[O:22][C:21]([CH3:24])([CH3:23])[C:20]([CH3:26])([CH3:25])[O:19]2)[CH:17]=1)[NH2:14].CS(O)(=O)=O, predict the reaction product. The product is: [CH2:8]([C:6]1[CH:5]=[CH:4][N:3]=[C:2]([NH:14][C:13]2[CH:15]=[C:16]([B:18]3[O:22][C:21]([CH3:23])([CH3:24])[C:20]([CH3:26])([CH3:25])[O:19]3)[CH:17]=[C:11]([CH3:10])[CH:12]=2)[N:7]=1)[CH3:9]. (3) Given the reactants C1(C)C=CC(S([N:10]2[CH2:18][CH2:17][NH:16][CH2:15][CH2:14][N:13](S(C3C=CC(C)=CC=3)(=O)=O)[CH2:12][CH2:11]2)(=O)=O)=CC=1.[CH:30](=O)[C:31]1[C:32](=[CH:34][CH:35]=[CH:36][CH:37]=1)[OH:33], predict the reaction product. The product is: [OH:33][C:32]1[CH:34]=[CH:35][CH:36]=[CH:37][C:31]=1[CH2:30][N:16]1[CH2:15][CH2:14][N:13]2[CH2:12][CH2:11][N:10]([CH2:12][CH2:11][NH:10][CH2:18][CH2:17]2)[CH2:18][CH2:17]1. (4) Given the reactants C([NH:8][C:9]1[N:10]=[CH:11][CH:12]=[C:13]2[CH:17]=[C:16]([C:18]([O:20][CH3:21])=[O:19])[NH:15][C:14]=12)C1C=CC=CC=1.C([O-])=O.[NH4+], predict the reaction product. The product is: [NH2:8][C:9]1[N:10]=[CH:11][CH:12]=[C:13]2[CH:17]=[C:16]([C:18]([O:20][CH3:21])=[O:19])[NH:15][C:14]=12. (5) Given the reactants O.FC1C=CC(C2NN=C(C(N3CCNCC3)=O)C=2C2C=CN=CC=2)=CC=1.[F:28][C:29]1[CH:34]=[CH:33][C:32]([C:35]2[NH:39][N:38]=[C:37]([CH2:40][CH:41]3[CH2:46][CH2:45][N:44](C(OC(C)(C)C)=O)[CH2:43][CH2:42]3)[C:36]=2[C:54]2[CH:59]=[CH:58][N:57]=[CH:56][CH:55]=2)=[CH:31][CH:30]=1, predict the reaction product. The product is: [F:28][C:29]1[CH:34]=[CH:33][C:32]([C:35]2[C:36]([C:54]3[CH:55]=[CH:56][N:57]=[CH:58][CH:59]=3)=[C:37]([CH2:40][CH:41]3[CH2:46][CH2:45][NH:44][CH2:43][CH2:42]3)[NH:38][N:39]=2)=[CH:31][CH:30]=1.